From a dataset of Full USPTO retrosynthesis dataset with 1.9M reactions from patents (1976-2016). Predict the reactants needed to synthesize the given product. (1) Given the product [C:17]([CH2:18][CH2:19][O:4][C@H:5]1[CH2:9][CH2:8][N:7]([C:10]([O:12][C:13]([CH3:16])([CH3:15])[CH3:14])=[O:11])[CH2:6]1)#[N:20], predict the reactants needed to synthesize it. The reactants are: C[O-].[Na+].[OH:4][C@H:5]1[CH2:9][CH2:8][N:7]([C:10]([O:12][C:13]([CH3:16])([CH3:15])[CH3:14])=[O:11])[CH2:6]1.[C:17](#[N:20])[CH:18]=[CH2:19]. (2) Given the product [CH:17]1([NH:9][C:30](=[O:31])[CH:29]([C:23]2[CH:28]=[CH:27][CH:26]=[CH:25][CH:24]=2)[C:8]2[N:9]([C:17]3[CH:18]=[CH:19][CH:20]=[CH:21][CH:22]=3)[N:10]=[C:11]3[C:16]=2[CH:15]=[CH:14][CH:13]=[CH:12]3)[CH2:22][CH2:21][CH2:20][CH2:19][CH2:18]1, predict the reactants needed to synthesize it. The reactants are: C1(N[C:8]2[N:9]([C:17]3[CH:22]=[CH:21][CH:20]=[CH:19][CH:18]=3)[N:10]=[C:11]3[C:16]=2[CH:15]=[CH:14][CH:13]=[CH:12]3)CCCCC1.[C:23]1([CH2:29][C:30](Cl)=[O:31])[CH:28]=[CH:27][CH:26]=[CH:25][CH:24]=1. (3) Given the product [S:1]1[C:5]2[CH:6]=[CH:7][C:8]([NH:10][C:11]3[C:16]([C:17]([N:19]4[CH2:24][CH2:23][CH:22]([C:25]5[CH:26]=[CH:27][C:28]([F:31])=[CH:29][CH:30]=5)[CH2:21][CH2:20]4)=[O:18])=[CH:15][N:14]([O:32][CH2:35][CH2:36][O:37][CH3:38])[C:13](=[O:33])[CH:12]=3)=[CH:9][C:4]=2[N:3]=[CH:2]1, predict the reactants needed to synthesize it. The reactants are: [S:1]1[C:5]2[CH:6]=[CH:7][C:8]([NH:10][C:11]3[C:16]([C:17]([N:19]4[CH2:24][CH2:23][CH:22]([C:25]5[CH:30]=[CH:29][C:28]([F:31])=[CH:27][CH:26]=5)[CH2:21][CH2:20]4)=[O:18])=[CH:15][N:14]([OH:32])[C:13](=[O:33])[CH:12]=3)=[CH:9][C:4]=2[N:3]=[CH:2]1.Br[CH2:35][CH2:36][O:37][CH3:38]. (4) Given the product [Cl:3][CH2:23][C:19]1[CH:20]=[N:21][CH:22]=[C:17]([C:14]2[CH:15]=[CH:16][C:11]([Cl:10])=[CH:12][CH:13]=2)[CH:18]=1, predict the reactants needed to synthesize it. The reactants are: S(Cl)([Cl:3])=O.CN(C)C=O.[Cl:10][C:11]1[CH:16]=[CH:15][C:14]([C:17]2[CH:18]=[C:19]([CH2:23]O)[CH:20]=[N:21][CH:22]=2)=[CH:13][CH:12]=1. (5) Given the product [Cl:1][C:2]1[CH:7]=[CH:6][C:5]([CH2:8][CH2:9][S:10]([NH:13][C:14]2[CH:19]=[CH:18][C:17]([CH3:20])=[CH:16][C:15]=2[S:21]([NH2:24])(=[O:22])=[O:23])(=[O:12])=[O:11])=[C:4]([O:25][CH3:26])[CH:3]=1, predict the reactants needed to synthesize it. The reactants are: [Cl:1][C:2]1[CH:7]=[CH:6][C:5]([CH:8]=[CH:9][S:10]([NH:13][C:14]2[CH:19]=[CH:18][C:17]([CH3:20])=[CH:16][C:15]=2[S:21]([NH2:24])(=[O:23])=[O:22])(=[O:12])=[O:11])=[C:4]([O:25][CH3:26])[CH:3]=1.